Dataset: NCI-60 drug combinations with 297,098 pairs across 59 cell lines. Task: Regression. Given two drug SMILES strings and cell line genomic features, predict the synergy score measuring deviation from expected non-interaction effect. (1) Drug 1: CCC1=CC2CC(C3=C(CN(C2)C1)C4=CC=CC=C4N3)(C5=C(C=C6C(=C5)C78CCN9C7C(C=CC9)(C(C(C8N6C)(C(=O)OC)O)OC(=O)C)CC)OC)C(=O)OC.C(C(C(=O)O)O)(C(=O)O)O. Drug 2: CC1C(C(CC(O1)OC2CC(OC(C2O)C)OC3=CC4=CC5=C(C(=O)C(C(C5)C(C(=O)C(C(C)O)O)OC)OC6CC(C(C(O6)C)O)OC7CC(C(C(O7)C)O)OC8CC(C(C(O8)C)O)(C)O)C(=C4C(=C3C)O)O)O)O. Cell line: SK-OV-3. Synergy scores: CSS=46.8, Synergy_ZIP=0.130, Synergy_Bliss=1.62, Synergy_Loewe=-0.345, Synergy_HSA=1.83. (2) Drug 1: C1CN1C2=NC(=NC(=N2)N3CC3)N4CC4. Drug 2: CCN(CC)CCCC(C)NC1=C2C=C(C=CC2=NC3=C1C=CC(=C3)Cl)OC. Cell line: MDA-MB-435. Synergy scores: CSS=16.0, Synergy_ZIP=-6.62, Synergy_Bliss=1.60, Synergy_Loewe=0.942, Synergy_HSA=2.34. (3) Drug 1: CN(C)N=NC1=C(NC=N1)C(=O)N. Drug 2: COCCOC1=C(C=C2C(=C1)C(=NC=N2)NC3=CC=CC(=C3)C#C)OCCOC.Cl. Cell line: HOP-62. Synergy scores: CSS=8.30, Synergy_ZIP=2.42, Synergy_Bliss=8.20, Synergy_Loewe=3.65, Synergy_HSA=4.58.